This data is from Ames mutagenicity test results for genotoxicity prediction. The task is: Regression/Classification. Given a drug SMILES string, predict its toxicity properties. Task type varies by dataset: regression for continuous values (e.g., LD50, hERG inhibition percentage) or binary classification for toxic/non-toxic outcomes (e.g., AMES mutagenicity, cardiotoxicity, hepatotoxicity). Dataset: ames. (1) The drug is NC(Cc1c[nH]c2ccc(O)cc12)C(=O)O. The result is 0 (non-mutagenic). (2) The drug is Cc1cccc(O)c1C. The result is 0 (non-mutagenic).